Dataset: Full USPTO retrosynthesis dataset with 1.9M reactions from patents (1976-2016). Task: Predict the reactants needed to synthesize the given product. (1) Given the product [N:1]1[C:10]2[C:5](=[CH:6][CH:7]=[CH:8][CH:9]=2)[CH:4]=[C:3]([CH2:11][CH2:12][CH2:13][C:14](=[O:16])[CH2:15][C:17](=[O:23])[C:18]([O:20][CH2:21][CH3:22])=[O:19])[CH:2]=1, predict the reactants needed to synthesize it. The reactants are: [N:1]1[C:10]2[C:5](=[CH:6][CH:7]=[CH:8][CH:9]=2)[CH:4]=[C:3]([CH2:11][CH2:12][CH2:13][C:14](=[O:16])[CH3:15])[CH:2]=1.[C:17](OCC)(=[O:23])[C:18]([O:20][CH2:21][CH3:22])=[O:19].[O-]CC.[Na+]. (2) Given the product [Cl:28][C:22]1[CH:21]=[C:20]([C:17]2[CH:18]=[CH:19][N:15]([CH2:14][C@@H:13]([NH:12][C:9]([C:7]3[N:8]=[C:4]([CH2:3][C:1]#[N:2])[S:5][CH:6]=3)=[O:11])[CH3:29])[N:16]=2)[CH:27]=[CH:26][C:23]=1[C:24]#[N:25], predict the reactants needed to synthesize it. The reactants are: [C:1]([CH2:3][C:4]1[S:5][CH:6]=[C:7]([C:9]([OH:11])=O)[N:8]=1)#[N:2].[NH2:12][C@@H:13]([CH3:29])[CH2:14][N:15]1[CH:19]=[CH:18][C:17]([C:20]2[CH:27]=[CH:26][C:23]([C:24]#[N:25])=[C:22]([Cl:28])[CH:21]=2)=[N:16]1. (3) The reactants are: C1(C2C=CC=CC=2)C=CC(C2C(=C=O)C(OC)C(=O)[N:11](CC(C)C)[N:12]=2)=CC=1.C([O:30][C:31]([C:33](O)([CH2:39][C:40]([C:42]1[CH:47]=[CH:46][C:45]([F:48])=[C:44]([CH3:49])[CH:43]=1)=O)[C:34](OCC)=[O:35])=[O:32])C. Given the product [C:31]([C:33]1[C:34](=[O:35])[NH:11][N:12]=[C:40]([C:42]2[CH:47]=[CH:46][C:45]([F:48])=[C:44]([CH3:49])[CH:43]=2)[CH:39]=1)([OH:30])=[O:32], predict the reactants needed to synthesize it. (4) Given the product [OH:15][C:14]1[C:9]([C:7]([NH:6][CH2:5][C:4]([OH:38])=[O:3])=[O:8])=[N:10][C:11]([CH2:17][CH:18]2[CH2:23][CH2:22][N:21]([C:24]3[CH:25]=[CH:26][C:27]([C:30]4[CH:35]=[CH:34][C:33]([CH2:36][OH:37])=[CH:32][CH:31]=4)=[CH:28][CH:29]=3)[CH2:20][CH2:19]2)=[N:12][C:13]=1[CH3:16], predict the reactants needed to synthesize it. The reactants are: C([O:3][C:4](=[O:38])[CH2:5][NH:6][C:7]([C:9]1[C:14]([OH:15])=[C:13]([CH3:16])[N:12]=[C:11]([CH2:17][CH:18]2[CH2:23][CH2:22][N:21]([C:24]3[CH:29]=[CH:28][C:27]([C:30]4[CH:35]=[CH:34][C:33]([CH2:36][OH:37])=[CH:32][CH:31]=4)=[CH:26][CH:25]=3)[CH2:20][CH2:19]2)[N:10]=1)=[O:8])C.[OH-].[Na+]. (5) The reactants are: [F:1][C:2]([F:7])([F:6])[C:3]([OH:5])=[O:4].[F:8][C:9]1[CH:14]=[CH:13][C:12]([C:15]2[N:16]=[C:17]([NH:20][CH2:21][C:22]([OH:24])=O)[S:18][CH:19]=2)=[CH:11][CH:10]=1.[NH2:25][C:26]1[S:27][CH:28]=[CH:29][N:30]=1. Given the product [F:1][C:2]([F:7])([F:6])[C:3]([OH:5])=[O:4].[F:8][C:9]1[CH:10]=[CH:11][C:12]([C:15]2[N:16]=[C:17]([NH:20][CH2:21][C:22]([NH:25][C:26]3[S:27][CH:28]=[CH:29][N:30]=3)=[O:24])[S:18][CH:19]=2)=[CH:13][CH:14]=1, predict the reactants needed to synthesize it. (6) The reactants are: [NH2:1][C:2]1[N:7]=[CH:6][C:5]([C:8]2[CH:13]=[CH:12][C:11]([C:14]3[C:15]([SH:20])=[CH:16][CH:17]=[CH:18][CH:19]=3)=[CH:10][C:9]=2[F:21])=[CH:4][N:3]=1.[Cl:22][C:23]1[CH:28]=[N:27][CH:26]=[CH:25][N:24]=1. Given the product [ClH:22].[F:21][C:9]1[CH:10]=[C:11]([C:14]2[CH:19]=[CH:18][CH:17]=[CH:16][C:15]=2[S:20][C:23]2[CH:28]=[N:27][CH:26]=[CH:25][N:24]=2)[CH:12]=[CH:13][C:8]=1[C:5]1[CH:6]=[N:7][C:2]([NH2:1])=[N:3][CH:4]=1, predict the reactants needed to synthesize it.